The task is: Predict which catalyst facilitates the given reaction.. This data is from Catalyst prediction with 721,799 reactions and 888 catalyst types from USPTO. (1) Reactant: [CH2:1]([NH:8][C:9]1[N:14]2[N:15]=[CH:16][C:17]([C:18](O)=[O:19])=[C:13]2[N:12]=[CH:11][C:10]=1[C:21]([N:23]1[CH2:28][CH2:27][CH:26]([C:29]2[CH:34]=[CH:33][CH:32]=[CH:31][CH:30]=2)[CH2:25][CH2:24]1)=[O:22])[C:2]1[CH:7]=[CH:6][CH:5]=[CH:4][CH:3]=1.C(N1C=CN=C1)(N1C=CN=C1)=O.[CH3:47][S:48]([NH2:51])(=[O:50])=[O:49].C1CCN2C(=NCCC2)CC1.C(O)(=O)CC(CC(O)=O)(C(O)=O)O. Product: [CH2:1]([NH:8][C:9]1[N:14]2[N:15]=[CH:16][C:17]([C:18]([NH:51][S:48]([CH3:47])(=[O:50])=[O:49])=[O:19])=[C:13]2[N:12]=[CH:11][C:10]=1[C:21]([N:23]1[CH2:24][CH2:25][CH:26]([C:29]2[CH:34]=[CH:33][CH:32]=[CH:31][CH:30]=2)[CH2:27][CH2:28]1)=[O:22])[C:2]1[CH:3]=[CH:4][CH:5]=[CH:6][CH:7]=1. The catalyst class is: 18. (2) Reactant: [NH2:1][C:2]1[CH:6]=[C:5]([C:7]([CH3:10])([CH3:9])[CH3:8])[Se:4][C:3]=1[C:11]#[N:12].[OH-:13].[Na+]. Product: [NH2:1][C:2]1[CH:6]=[C:5]([C:7]([CH3:9])([CH3:8])[CH3:10])[Se:4][C:3]=1[C:11]([NH2:12])=[O:13]. The catalyst class is: 8. (3) Product: [I:14][C:11]1[CH:10]=[CH:9][C:8]([NH:7][S:6]([CH2:5][C:4]([OH:17])=[O:3])(=[O:15])=[O:16])=[CH:13][CH:12]=1. Reactant: C([O:3][C:4](=[O:17])[CH2:5][S:6](=[O:16])(=[O:15])[NH:7][C:8]1[CH:13]=[CH:12][C:11]([I:14])=[CH:10][CH:9]=1)C.CO.[OH-].[Li+]. The catalyst class is: 6. (4) Reactant: [Cl-].[F:2][C:3]([F:42])([F:41])[C:4]1[CH:5]=[C:6]([C@H:14]2[O:18][C:17](=[O:19])[N:16]([CH2:20][C:21]3[C:26]([C:27]4[CH:32]=[C:31]([CH:33]([CH3:35])[CH3:34])[C:30]([F:36])=[CH:29][C:28]=4[O:37][CH3:38])=[CH:25][CH:24]=[C:23]([Cl:39])[N:22]=3)[C@H:15]2[CH3:40])[CH:7]=[C:8]([C:10]([F:13])([F:12])[F:11])[CH:9]=1.N1C=CC=N1.C(=O)([O-])[O-].[Cs+].[Cs+].CN(C)CCN. Product: [F:13][C:10]([F:11])([F:12])[C:8]1[CH:7]=[C:6]([C@H:14]2[O:18][C:17](=[O:19])[N:16]([CH2:20][C:21]3[C:26]([C:27]4[CH:32]=[C:31]([CH:33]([CH3:35])[CH3:34])[C:30]([F:36])=[CH:29][C:28]=4[O:37][CH3:38])=[CH:25][CH:24]=[C:23]([Cl:39])[N:22]=3)[C@H:15]2[CH3:40])[CH:5]=[C:4]([C:3]([F:2])([F:42])[F:41])[CH:9]=1. The catalyst class is: 185.